Dataset: Full USPTO retrosynthesis dataset with 1.9M reactions from patents (1976-2016). Task: Predict the reactants needed to synthesize the given product. (1) Given the product [C:1]([NH:5][C:6]([C:8]1[C:16]2[C:11](=[N:12][CH:13]=[C:14]([C:17]3[C:25]4[C:20](=[CH:21][CH:22]=[C:23]([O:26][CH:27]([F:28])[F:29])[CH:24]=4)[N:19]([CH2:30][CH:31]4[CH2:32][N:33]([CH3:35])[CH2:34]4)[N:18]=3)[N:15]=2)[NH:10][CH:9]=1)=[O:7])([CH3:4])([CH3:3])[CH3:2], predict the reactants needed to synthesize it. The reactants are: [C:1]([NH:5][C:6]([C:8]1[C:16]2[C:11](=[N:12][CH:13]=[C:14]([C:17]3[C:25]4[C:20](=[CH:21][CH:22]=[C:23]([O:26][CH:27]([F:29])[F:28])[CH:24]=4)[N:19]([CH2:30][CH:31]4[CH2:34][N:33]([CH3:35])[CH2:32]4)[N:18]=3)[N:15]=2)[N:10](COCC[Si](C)(C)C)[CH:9]=1)=[O:7])([CH3:4])([CH3:3])[CH3:2].FC(F)(F)C(O)=O. (2) The reactants are: Br[C:2]1[CH:7]=[CH:6][C:5]([CH:8]([CH3:15])[CH2:9][NH:10][S:11]([CH3:14])(=[O:13])=[O:12])=[CH:4][CH:3]=1.[F:16][C:17]1[CH:18]=[C:19](B(O)O)[CH:20]=[CH:21][CH:22]=1.C(=O)([O-])[O-].[K+].[K+]. Given the product [F:16][C:17]1[CH:22]=[C:21]([C:2]2[CH:7]=[CH:6][C:5]([CH:8]([CH3:15])[CH2:9][NH:10][S:11]([CH3:14])(=[O:13])=[O:12])=[CH:4][CH:3]=2)[CH:20]=[CH:19][CH:18]=1, predict the reactants needed to synthesize it. (3) Given the product [CH3:1][C:2]1[CH:7]=[C:6]([CH3:8])[N:5]=[C:4]2[S:9][N:10]([CH2:14][C:15]([N:17]3[CH2:22][CH2:21][N:20]([C:23](=[O:26])[CH2:24][I:25])[CH2:19][CH2:18]3)=[O:16])[C:11](=[O:12])[C:3]=12, predict the reactants needed to synthesize it. The reactants are: [CH3:1][C:2]1[CH:7]=[C:6]([CH3:8])[N:5]=[C:4]2[S:9][NH:10][C:11](=[O:12])[C:3]=12.I[CH2:14][C:15]([N:17]1[CH2:22][CH2:21][N:20]([C:23](=[O:26])[CH2:24][I:25])[CH2:19][CH2:18]1)=[O:16].CCN(C(C)C)C(C)C.CCOC(C)=O.CCCCCC.